This data is from Catalyst prediction with 721,799 reactions and 888 catalyst types from USPTO. The task is: Predict which catalyst facilitates the given reaction. (1) Product: [Cl:15][CH2:14][CH:16]([OH:18])[CH2:17][NH:1][C:2]1[C:3]([F:13])=[CH:4][C:5]2[S:10][CH2:9][C:8](=[O:11])[NH:7][C:6]=2[CH:12]=1. Reactant: [NH2:1][C:2]1[C:3]([F:13])=[CH:4][C:5]2[S:10][CH2:9][C:8](=[O:11])[NH:7][C:6]=2[CH:12]=1.[CH2:14]([C@H:16]1[O:18][CH2:17]1)[Cl:15]. The catalyst class is: 88. (2) Reactant: [CH3:1][C:2]1[CH:6]=[C:5]([NH2:7])[N:4]([C:8]2[C:17]([F:18])=[CH:16][C:15]3[C:10](=[CH:11][CH:12]=[CH:13][CH:14]=3)[CH:9]=2)[N:3]=1.Br[CH2:20][C:21]1[CH:28]=[CH:27][C:24]([C:25]#[N:26])=[CH:23][CH:22]=1. Product: [CH3:1][C:2]1[CH:6]=[C:5]([NH:7][CH2:20][C:21]2[CH:28]=[CH:27][C:24]([C:25]#[N:26])=[CH:23][CH:22]=2)[N:4]([C:8]2[C:17]([F:18])=[CH:16][C:15]3[C:10](=[CH:11][CH:12]=[CH:13][CH:14]=3)[CH:9]=2)[N:3]=1. The catalyst class is: 31. (3) Reactant: [Br:1][C:2]1[CH:3]=[C:4]([CH:9]([CH2:15][CH:16]([CH3:18])[CH3:17])[C:10]([O:12]CC)=[O:11])[CH:5]=[CH:6][C:7]=1[OH:8].[N+:19]([O-])([OH:21])=[O:20]. Product: [Br:1][C:2]1[CH:3]=[C:4]([CH:9]([CH2:15][CH:16]([CH3:18])[CH3:17])[C:10]([OH:12])=[O:11])[CH:5]=[C:6]([N+:19]([O-:21])=[O:20])[C:7]=1[OH:8]. The catalyst class is: 15. (4) Reactant: [CH3:1][O:2][C:3]1[CH:4]=[C:5]([CH:9]=[CH:10][CH:11]=1)[C:6](Cl)=[O:7].[NH2:12][C:13]1[CH:18]=[C:17]([C:19]2[S:20][CH:21]=[CH:22][CH:23]=2)[CH:16]=[CH:15][C:14]=1[NH:24][C:25](=[O:31])[O:26][C:27]([CH3:30])([CH3:29])[CH3:28]. Product: [CH3:1][O:2][C:3]1[CH:4]=[C:5]([CH:9]=[CH:10][CH:11]=1)[C:6]([NH:12][C:13]1[CH:18]=[C:17]([C:19]2[S:20][CH:21]=[CH:22][CH:23]=2)[CH:16]=[CH:15][C:14]=1[NH:24][C:25](=[O:31])[O:26][C:27]([CH3:29])([CH3:28])[CH3:30])=[O:7]. The catalyst class is: 17. (5) Reactant: [Br:1][C:2]1[CH:3]=[CH:4][C:5]([C:8]2[CH2:12][C@@H:11]([CH2:13][OH:14])[O:10][N:9]=2)=[N:6][CH:7]=1.[C:15]([O:18][C@@H:19]1[C@@H:31]([O:32][C:33](=[O:35])[CH3:34])[C@H:30]([O:36][C:37](=[O:39])[CH3:38])[C@@H:29]([CH2:40][O:41][C:42](=[O:44])[CH3:43])[O:28][C@@H:20]1OC(=N)C(Cl)(Cl)Cl)(=[O:17])[CH3:16].FC(F)(F)S(O[Si](C)(C)C)(=O)=O. Product: [C:15]([O:18][C@@H:19]1[C@@H:31]([O:32][C:33](=[O:35])[CH3:34])[C@H:30]([O:36][C:37](=[O:39])[CH3:38])[C@@H:29]([CH2:40][O:41][C:42](=[O:44])[CH3:43])[O:28][C@H:20]1[O:14][CH2:13][C@H:11]1[O:10][N:9]=[C:8]([C:5]2[CH:4]=[CH:3][C:2]([Br:1])=[CH:7][N:6]=2)[CH2:12]1)(=[O:17])[CH3:16]. The catalyst class is: 4. (6) Reactant: C([O:3][C:4]([C:6]1[N:14]([CH3:15])[C:13]2[CH:12]=[CH:11][N:10]=[CH:9][C:8]=2[C:7]=1[NH:16][C:17]1[CH:22]=[CH:21][C:20]([I:23])=[CH:19][C:18]=1[F:24])=[O:5])C. Product: [F:24][C:18]1[CH:19]=[C:20]([I:23])[CH:21]=[CH:22][C:17]=1[NH:16][C:7]1[C:8]2[CH:9]=[N:10][CH:11]=[CH:12][C:13]=2[N:14]([CH3:15])[C:6]=1[C:4]([OH:5])=[O:3]. The catalyst class is: 74.